From a dataset of Full USPTO retrosynthesis dataset with 1.9M reactions from patents (1976-2016). Predict the reactants needed to synthesize the given product. (1) Given the product [CH3:1][O:2][C:3](=[O:12])[CH2:4][C:5]1[C:9]([CH3:10])=[N:8][N:7]([CH2:18][C:17]2[CH:20]=[CH:21][C:14]([Br:13])=[CH:15][CH:16]=2)[C:6]=1[CH3:11], predict the reactants needed to synthesize it. The reactants are: [CH3:1][O:2][C:3](=[O:12])[CH2:4][C:5]1[C:6]([CH3:11])=[N:7][NH:8][C:9]=1[CH3:10].[Br:13][C:14]1[CH:21]=[CH:20][C:17]([CH2:18]Br)=[CH:16][CH:15]=1.C([O-])([O-])=O.[K+].[K+]. (2) The reactants are: [CH2:1]([N:3]([CH2:34][CH:35]1[CH2:39][CH2:38][CH2:37][O:36]1)[C:4]1[C:5]2[CH2:26][N:25](C(OC(C)(C)C)=O)[CH2:24][CH2:23][C:6]=2[N:7]=[C:8]([NH:10][C:11]2[CH:16]=[CH:15][C:14]([N:17]3[CH:21]=[CH:20][N:19]=[C:18]3[CH3:22])=[CH:13][CH:12]=2)[N:9]=1)[CH3:2].Cl. Given the product [CH2:1]([N:3]([CH2:34][CH:35]1[CH2:39][CH2:38][CH2:37][O:36]1)[C:4]1[C:5]2[CH2:26][NH:25][CH2:24][CH2:23][C:6]=2[N:7]=[C:8]([NH:10][C:11]2[CH:12]=[CH:13][C:14]([N:17]3[CH:21]=[CH:20][N:19]=[C:18]3[CH3:22])=[CH:15][CH:16]=2)[N:9]=1)[CH3:2], predict the reactants needed to synthesize it. (3) Given the product [Br:12][C:13]1[CH:19]=[CH:18][C:16]([NH:17][C:2]2[C:3]([N+:9]([O-:11])=[O:10])=[CH:4][CH:5]=[CH:6][C:7]=2[CH3:8])=[CH:15][C:14]=1[CH3:20], predict the reactants needed to synthesize it. The reactants are: F[C:2]1[C:7]([CH3:8])=[CH:6][CH:5]=[CH:4][C:3]=1[N+:9]([O-:11])=[O:10].[Br:12][C:13]1[CH:19]=[CH:18][C:16]([NH2:17])=[CH:15][C:14]=1[CH3:20].C([O-])(C)(C)C.[K+]. (4) Given the product [CH3:9][C:21]1[CH:22]=[CH:23][N:24]=[C:19]([NH:2][C:1](=[O:8])[O:3][C:4]([CH3:7])([CH3:6])[CH3:5])[N:20]=1, predict the reactants needed to synthesize it. The reactants are: [C:1](=[O:8])([O:3][C:4]([CH3:7])([CH3:6])[CH3:5])[NH2:2].[C:9](=O)(OC(C)(C)C)N.CN[C:19]1[N:24]=[CH:23][CH:22]=[CH:21][N:20]=1. (5) Given the product [CH3:3][C:4]1([C:9]2[CH:14]=[CH:13][N:12]=[C:11]([CH2:15][OH:16])[CH:10]=2)[O:5][CH2:6][CH2:7][O:8]1, predict the reactants needed to synthesize it. The reactants are: N#N.[CH3:3][C:4]1([C:9]2[CH:14]=[CH:13][N:12]=[C:11]([CH:15]=[O:16])[CH:10]=2)[O:8][CH2:7][CH2:6][O:5]1.[BH4-].[Na+].O. (6) Given the product [C:28]1([C:8]2[C:16]3[C:11](=[CH:12][CH:13]=[CH:14][CH:15]=3)[N:10]([CH2:17][C:18]3[CH:23]=[CH:22][C:21]([C:24]([F:27])([F:26])[F:25])=[CH:20][CH:19]=3)[N:9]=2)[CH:33]=[CH:32][CH:31]=[CH:30][CH:29]=1, predict the reactants needed to synthesize it. The reactants are: C(=O)([O-])[O-].[Cs+].[Cs+].Br[C:8]1[C:16]2[C:11](=[CH:12][CH:13]=[CH:14][CH:15]=2)[N:10]([CH2:17][C:18]2[CH:23]=[CH:22][C:21]([C:24]([F:27])([F:26])[F:25])=[CH:20][CH:19]=2)[N:9]=1.[C:28]1(B(O)O)[CH:33]=[CH:32][CH:31]=[CH:30][CH:29]=1. (7) Given the product [Br:1][C:2]1[C:3](=[O:9])[NH:4][N:5]=[CH:6][C:7]=1[N:11]1[CH2:16][CH2:15][CH:14]([C:17]2[CH:24]=[CH:23][CH:22]=[CH:21][C:18]=2[C:19]#[N:20])[CH2:13][CH2:12]1, predict the reactants needed to synthesize it. The reactants are: [Br:1][C:2]1[C:3](=[O:9])[NH:4][N:5]=[CH:6][C:7]=1Br.Cl.[NH:11]1[CH2:16][CH2:15][CH:14]([C:17]2[CH:24]=[CH:23][CH:22]=[CH:21][C:18]=2[C:19]#[N:20])[CH2:13][CH2:12]1.CCN(C(C)C)C(C)C. (8) Given the product [CH3:15][N:16]1[C:21]2[N:22]=[C:23]([N:27]3[CH2:32][CH2:31][N:30]([CH2:43][C:44]4[CH:49]=[N:48][CH:47]=[CH:46][N:45]=4)[CH2:29][CH2:28]3)[NH:24][C:25](=[O:26])[C:20]=2[CH2:19][CH2:18][CH2:17]1, predict the reactants needed to synthesize it. The reactants are: FC(F)(F)C(O)=O.FC(F)(F)C(O)=O.[CH3:15][N:16]1[C:21]2[N:22]=[C:23]([N:27]3[CH2:32][CH2:31][NH:30][CH2:29][CH2:28]3)[NH:24][C:25](=[O:26])[C:20]=2[CH2:19][CH2:18][CH2:17]1.C(N(CC)CC)C.[I-].[Na+].Cl[CH2:43][C:44]1[CH:49]=[N:48][CH:47]=[CH:46][N:45]=1. (9) Given the product [CH3:23][C:24]1[CH:29]=[CH:28][C:27]([S:30]([NH:33][C:34](=[O:35])[N:2]([CH3:1])[CH2:3][C:4]2[CH:5]=[CH:6][C:7]([C:10]([N:12]3[CH2:18][C:17]4([CH3:20])[CH2:19][CH:13]3[CH2:14][C:15]([CH3:22])([CH3:21])[CH2:16]4)=[O:11])=[CH:8][CH:9]=2)(=[O:32])=[O:31])=[CH:26][CH:25]=1, predict the reactants needed to synthesize it. The reactants are: [CH3:1][NH:2][CH2:3][C:4]1[CH:9]=[CH:8][C:7]([C:10]([N:12]2[CH2:18][C:17]3([CH3:20])[CH2:19][CH:13]2[CH2:14][C:15]([CH3:22])([CH3:21])[CH2:16]3)=[O:11])=[CH:6][CH:5]=1.[CH3:23][C:24]1[CH:29]=[CH:28][C:27]([S:30]([N:33]=[C:34]=[O:35])(=[O:32])=[O:31])=[CH:26][CH:25]=1.